From a dataset of Peptide-MHC class I binding affinity with 185,985 pairs from IEDB/IMGT. Regression. Given a peptide amino acid sequence and an MHC pseudo amino acid sequence, predict their binding affinity value. This is MHC class I binding data. (1) The peptide sequence is YGDTEAICR. The MHC is HLA-B07:02 with pseudo-sequence HLA-B07:02. The binding affinity (normalized) is 0.0847. (2) The peptide sequence is RQRHYFDSA. The MHC is HLA-B57:01 with pseudo-sequence HLA-B57:01. The binding affinity (normalized) is 0.0847.